This data is from Reaction yield outcomes from USPTO patents with 853,638 reactions. The task is: Predict the reaction yield, written as a fraction of the theoretical maximum amount of product (1.0 means a 100% yield; for example, 0.34 means a 34% yield). (1) The reactants are [N:1]12[CH2:8][CH2:7][C:4]([C:9]([C:17]3[CH:22]=[CH:21][CH:20]=[CH:19][CH:18]=3)([C:11]3[CH:16]=[CH:15][CH:14]=[CH:13][CH:12]=3)[OH:10])([CH2:5][CH2:6]1)[CH2:3][CH2:2]2.[Br:23][CH2:24][CH2:25][CH2:26]Br. The catalyst is CC#N. The product is [Br-:23].[Br:23][CH2:24][CH2:25][CH2:26][N+:1]12[CH2:6][CH2:5][C:4]([C:9]([OH:10])([C:17]3[CH:22]=[CH:21][CH:20]=[CH:19][CH:18]=3)[C:11]3[CH:12]=[CH:13][CH:14]=[CH:15][CH:16]=3)([CH2:3][CH2:2]1)[CH2:7][CH2:8]2. The yield is 0.431. (2) The reactants are [NH4+].[N:2]#[C:3][S-:4].[F:5][C:6]([F:15])([F:14])[C:7]1[CH:13]=[CH:12][C:10]([NH2:11])=[CH:9][CH:8]=1. The catalyst is Cl.O. The product is [F:5][C:6]([F:14])([F:15])[C:7]1[CH:13]=[CH:12][C:10]([NH:11][C:3]([NH2:2])=[S:4])=[CH:9][CH:8]=1. The yield is 0.120. (3) The reactants are Cl[C:2]1[CH:9]=[CH:8][C:5]([C:6]#[N:7])=[CH:4][N:3]=1.[CH2:10]([OH:15])[CH2:11][CH2:12][CH2:13][OH:14].C(=O)([O-])[O-].[K+].[K+]. The catalyst is CN(C)C=O. The product is [OH:14][CH2:13][CH2:12][CH2:11][CH2:10][O:15][C:2]1[CH:9]=[CH:8][C:5]([C:6]#[N:7])=[CH:4][N:3]=1. The yield is 0.440.